From a dataset of Full USPTO retrosynthesis dataset with 1.9M reactions from patents (1976-2016). Predict the reactants needed to synthesize the given product. (1) Given the product [CH2:1]([O:8][C:9]([NH:11][CH2:12][CH2:13][C:14]1[CH:19]=[CH:18][CH:17]=[CH:16][C:15]=1[O:20][CH2:37][CH2:38][Cl:39])=[O:10])[C:2]1[CH:3]=[CH:4][CH:5]=[CH:6][CH:7]=1, predict the reactants needed to synthesize it. The reactants are: [CH2:1]([O:8][C:9]([NH:11][CH2:12][CH2:13][C:14]1[CH:19]=[CH:18][CH:17]=[CH:16][C:15]=1[OH:20])=[O:10])[C:2]1[CH:7]=[CH:6][CH:5]=[CH:4][CH:3]=1.C(=O)([O-])[O-].[K+].[K+].C1(C)C=CC(S(O[CH2:37][CH2:38][Cl:39])(=O)=O)=CC=1.O. (2) Given the product [Br:1][C:2]1[CH:3]=[C:4]([CH:8]=[CH:9][C:10]=1[CH3:11])[C:5]([NH2:20])=[O:6], predict the reactants needed to synthesize it. The reactants are: [Br:1][C:2]1[CH:3]=[C:4]([CH:8]=[CH:9][C:10]=1[CH3:11])[C:5](O)=[O:6].C(Cl)CCl.C1C=[N:20]C2N(O)N=NC=2C=1.[Cl-].[NH4+].C(N(C(C)C)CC)(C)C. (3) Given the product [CH:8]1([CH2:11][CH2:12][O:13][C:14]2[N:22]=[C:21]3[C:17]([N:18]=[C:19]([O:23][CH3:24])[N:20]3[CH2:37][CH:38]3[CH2:42][CH2:41][O:40][CH2:39]3)=[C:16]([NH2:25])[N:15]=2)[CH2:10][CH2:9]1, predict the reactants needed to synthesize it. The reactants are: FC(F)(F)C(O)=O.[CH:8]1([CH2:11][CH2:12][O:13][C:14]2[NH:15][C:16]([NH2:25])=[C:17]3[C:21]([N:22]=2)=[N:20][C:19]([O:23][CH3:24])=[N:18]3)[CH2:10][CH2:9]1.C(=O)([O-])[O-].[K+].[K+].CS(O[CH2:37][CH:38]1[CH2:42][CH2:41][O:40][CH2:39]1)(=O)=O.ClC1N=C2C(N=CN2CC2CCOCC2)=C(Cl)N=1. (4) Given the product [O:20]1[CH2:21][CH:22]=[C:23]([C:7]2[CH:8]=[C:9]3[C:14](=[CH:15][CH:16]=2)[C:13](=[O:17])[CH2:12][CH2:11][CH2:10]3)[CH2:24][CH2:25]1, predict the reactants needed to synthesize it. The reactants are: FC(F)(F)S(O[C:7]1[CH:16]=[CH:15][C:14]2[C:13](=[O:17])[CH2:12][CH2:11][CH2:10][C:9]=2[CH:8]=1)(=O)=O.[O:20]1[CH2:25][CH:24]=[C:23](B2OC(C)(C)C(C)(C)O2)[CH2:22][CH2:21]1.C([O-])(O)=O.[Na+]. (5) Given the product [F:1][C:2]1[C:11]([C:12]2[CH:17]=[CH:16][CH:15]=[C:14]([F:18])[CH:13]=2)=[CH:10][CH:9]=[C:8]([F:19])[C:3]=1[C:4]([OH:6])=[O:5], predict the reactants needed to synthesize it. The reactants are: [F:1][C:2]1[C:11]([C:12]2[CH:17]=[CH:16][CH:15]=[C:14]([F:18])[CH:13]=2)=[CH:10][CH:9]=[C:8]([F:19])[C:3]=1[C:4]([O:6]C)=[O:5].CO.[OH-].[Na+]. (6) Given the product [CH3:41][O:40][C:37]1[CH:36]=[CH:35][C:34]([CH2:33][N:8]([CH2:7][C:6]2[CH:5]=[CH:4][C:3]([O:2][CH3:1])=[CH:43][CH:42]=2)[C:9]2[N:14]=[C:13]([CH3:15])[N:12]=[C:11]([C:16]3[CH:23]=[C:20]([CH:21]([OH:22])[CH3:44])[CH:19]=[N:18][C:17]=3[NH:24][C:25]3[CH:26]=[N:27][C:28]([O:31][CH3:32])=[CH:29][CH:30]=3)[N:10]=2)=[CH:39][CH:38]=1, predict the reactants needed to synthesize it. The reactants are: [CH3:1][O:2][C:3]1[CH:43]=[CH:42][C:6]([CH2:7][N:8]([CH2:33][C:34]2[CH:39]=[CH:38][C:37]([O:40][CH3:41])=[CH:36][CH:35]=2)[C:9]2[N:14]=[C:13]([CH3:15])[N:12]=[C:11]([C:16]3[C:17]([NH:24][C:25]4[CH:26]=[N:27][C:28]([O:31][CH3:32])=[CH:29][CH:30]=4)=[N:18][CH:19]=[C:20]([CH:23]=3)[CH:21]=[O:22])[N:10]=2)=[CH:5][CH:4]=1.[CH3:44][Mg]Br. (7) Given the product [C:31]([O:30][C:28]([NH:27][CH2:26][C:20]1[N:19]([CH2:35][CH2:36][CH2:37][CH2:38][CH3:39])[C:18]2=[C:13]3[CH2:12][N:11]4[C:40](=[CH:41][C:42]5[C@:5]([CH2:45][CH3:46])([OH:4])[C:6](=[O:44])[O:7][CH2:8][C:9]=5[C:10]4=[O:43])[C:14]3=[N:15][C:16]3[C:17]2=[C:22]([CH:23]=[CH:24][CH:25]=3)[N:21]=1)=[O:29])([CH3:32])([CH3:33])[CH3:34], predict the reactants needed to synthesize it. The reactants are: C([O:4][C@@:5]1([CH2:45][CH3:46])[C:42]2[CH:41]=[C:40]3[N:11]([CH2:12][C:13]4[C:14]3=[N:15][C:16]3[C:17]5[C:18]=4[N:19]([CH2:35][CH2:36][CH2:37][CH2:38][CH3:39])[C:20]([CH2:26][NH:27][C:28]([O:30][C:31]([CH3:34])([CH3:33])[CH3:32])=[O:29])=[N:21][C:22]=5[CH:23]=[CH:24][CH:25]=3)[C:10](=[O:43])[C:9]=2[CH2:8][O:7][C:6]1=[O:44])(=O)C.NN.Cl. (8) The reactants are: [C:1]([O:5][C:6]([C:8]1[C:20]2[C:11](=[C:12]3[C:17](=[CH:18][CH:19]=2)[CH:16]=[N:15][C:14](Cl)=[CH:13]3)[NH:10][C:9]=1[CH2:22][O:23][CH3:24])=[O:7])([CH3:4])([CH3:3])[CH3:2].[C:25]1(/[CH:31]=[CH:32]/B(O)O)[CH:30]=[CH:29][CH:28]=[CH:27][CH:26]=1.C([O-])([O-])=O.[K+].[K+]. Given the product [C:1]([O:5][C:6]([C:8]1[C:20]2[C:11](=[C:12]3[C:17](=[CH:18][CH:19]=2)[CH:16]=[N:15][C:14](/[CH:32]=[CH:31]/[C:25]2[CH:30]=[CH:29][CH:28]=[CH:27][CH:26]=2)=[CH:13]3)[NH:10][C:9]=1[CH2:22][O:23][CH3:24])=[O:7])([CH3:4])([CH3:3])[CH3:2], predict the reactants needed to synthesize it. (9) Given the product [CH:11]1([CH2:10][O:9][C:4]2[CH:5]=[CH:6][CH:7]=[CH:8][C:3]=2[CH2:2][N:28]2[N:27]=[C:26]([C:24]([NH:23][C:17]3[C:18]([F:22])=[CH:19][CH:20]=[CH:21][C:16]=3[F:15])=[O:25])[CH:30]=[N:29]2)[CH2:14][CH2:13][CH2:12]1, predict the reactants needed to synthesize it. The reactants are: Br[CH2:2][C:3]1[CH:8]=[CH:7][CH:6]=[CH:5][C:4]=1[O:9][CH2:10][CH:11]1[CH2:14][CH2:13][CH2:12]1.[F:15][C:16]1[CH:21]=[CH:20][CH:19]=[C:18]([F:22])[C:17]=1[NH:23][C:24]([C:26]1[N:27]=[N:28][NH:29][CH:30]=1)=[O:25].C(=O)([O-])[O-].[K+].[K+]. (10) Given the product [C:19]([C:2]1[CH:7]=[CH:6][C:5]([C:8]([CH:14]2[CH2:18][CH2:17][CH2:16][CH2:15]2)([CH3:13])[C:9]([O:11][CH3:12])=[O:10])=[CH:4][CH:3]=1)#[N:20], predict the reactants needed to synthesize it. The reactants are: Br[C:2]1[CH:7]=[CH:6][C:5]([C:8]([CH:14]2[CH2:18][CH2:17][CH2:16][CH2:15]2)([CH3:13])[C:9]([O:11][CH3:12])=[O:10])=[CH:4][CH:3]=1.[CH3:19][N:20](C)C=O.